This data is from Peptide-MHC class I binding affinity with 185,985 pairs from IEDB/IMGT. The task is: Regression. Given a peptide amino acid sequence and an MHC pseudo amino acid sequence, predict their binding affinity value. This is MHC class I binding data. (1) The peptide sequence is ISVNNVCHMY. The MHC is HLA-A02:02 with pseudo-sequence HLA-A02:02. The binding affinity (normalized) is 0. (2) The peptide sequence is SEKTHIHIF. The MHC is HLA-B40:01 with pseudo-sequence HLA-B40:01. The binding affinity (normalized) is 0.324. (3) The peptide sequence is HAETESATL. The MHC is HLA-A69:01 with pseudo-sequence HLA-A69:01. The binding affinity (normalized) is 0.0847. (4) The peptide sequence is YTGPDHQEW. The MHC is HLA-A26:01 with pseudo-sequence HLA-A26:01. The binding affinity (normalized) is 0.0847. (5) The peptide sequence is TLGSFTWFPH. The MHC is HLA-A68:01 with pseudo-sequence HLA-A68:01. The binding affinity (normalized) is 0.0613. (6) The peptide sequence is KICEYIRSY. The MHC is HLA-A26:02 with pseudo-sequence HLA-A26:02. The binding affinity (normalized) is 0.391. (7) The peptide sequence is LFKNVRLLK. The MHC is HLA-A11:01 with pseudo-sequence HLA-A11:01. The binding affinity (normalized) is 0.373.